From a dataset of Full USPTO retrosynthesis dataset with 1.9M reactions from patents (1976-2016). Predict the reactants needed to synthesize the given product. (1) Given the product [CH:18]([N:15]1[CH2:16][CH2:17][N:12]([C:4]2[CH:5]=[C:6]([C:8]([F:10])([F:11])[F:9])[CH:7]=[C:2]([F:1])[CH:3]=2)[CH2:13][CH2:14]1)([CH3:20])[CH3:19], predict the reactants needed to synthesize it. The reactants are: [F:1][C:2]1[CH:3]=[C:4]([N:12]2[CH2:17][CH2:16][NH:15][CH2:14][CH2:13]2)[CH:5]=[C:6]([C:8]([F:11])([F:10])[F:9])[CH:7]=1.[CH:18](Br)([CH3:20])[CH3:19]. (2) Given the product [ClH:1].[Cl:1][C:2]1[CH:3]=[C:4]([CH:49]=[CH:50][CH:51]=1)[CH2:5][N:6]1[CH:10]=[C:9]([C:11]2[C:19]3[C:14](=[N:15][CH:16]=[C:17]([C:20]4[CH:25]=[N:24][C:23]([N:26]5[CH2:31][CH2:30][NH:29][CH2:28][CH2:27]5)=[CH:22][CH:21]=4)[CH:18]=3)[N:13]([S:39]([C:42]3[CH:48]=[CH:47][C:45]([CH3:46])=[CH:44][CH:43]=3)(=[O:41])=[O:40])[CH:12]=2)[CH:8]=[N:7]1, predict the reactants needed to synthesize it. The reactants are: [Cl:1][C:2]1[CH:3]=[C:4]([CH:49]=[CH:50][CH:51]=1)[CH2:5][N:6]1[CH:10]=[C:9]([C:11]2[C:19]3[C:14](=[N:15][CH:16]=[C:17]([C:20]4[CH:21]=[CH:22][C:23]([N:26]5[CH2:31][CH2:30][N:29](C(OC(C)(C)C)=O)[CH2:28][CH2:27]5)=[N:24][CH:25]=4)[CH:18]=3)[N:13]([S:39]([C:42]3[CH:48]=[CH:47][C:45]([CH3:46])=[CH:44][CH:43]=3)(=[O:41])=[O:40])[CH:12]=2)[CH:8]=[N:7]1. (3) The reactants are: [OH:1][CH2:2][CH2:3][C:4]#[C:5][C:6]1[CH:7]=[C:8]([CH:11]=[CH:12][CH:13]=1)[CH:9]=O.[NH:14]1[CH2:19][CH2:18][O:17][CH2:16][CH2:15]1.C(O[BH-](OC(=O)C)OC(=O)C)(=O)C.[Na+].[OH-].[Na+]. Given the product [N:14]1([CH2:9][C:8]2[CH:7]=[C:6]([C:5]#[C:4][CH2:3][CH2:2][OH:1])[CH:13]=[CH:12][CH:11]=2)[CH2:19][CH2:18][O:17][CH2:16][CH2:15]1, predict the reactants needed to synthesize it. (4) Given the product [NH2:43][C:44]1[CH:49]=[CH:48][N:47]=[C:46]([C:50]([C:22]2[C:23]3[CH:28]=[N:27][CH:26]=[N:25][C:24]=3[N:20]([CH:10]([CH2:11][O:12][Si:13]([C:16]([CH3:19])([CH3:18])[CH3:17])([CH3:15])[CH3:14])[CH2:9][O:8][Si:1]([C:4]([CH3:7])([CH3:6])[CH3:5])([CH3:3])[CH3:2])[CH:21]=2)=[O:51])[CH:45]=1, predict the reactants needed to synthesize it. The reactants are: [Si:1]([O:8][CH2:9][CH:10]([N:20]1[C:24]2[N:25]=[CH:26][N:27]=[CH:28][C:23]=2[C:22](I)=[CH:21]1)[CH2:11][O:12][Si:13]([C:16]([CH3:19])([CH3:18])[CH3:17])([CH3:15])[CH3:14])([C:4]([CH3:7])([CH3:6])[CH3:5])([CH3:3])[CH3:2].C1(C(=[N:43][C:44]2[CH:49]=[CH:48][N:47]=[C:46]([C:50](N(OC)C)=[O:51])[CH:45]=2)C2C=CC=CC=2)C=CC=CC=1. (5) Given the product [I-:23].[CH3:1][O:2][CH2:3][CH2:4][O:5][CH2:6][CH2:7][N:8]1[C:20]2[CH:19]=[CH:18][C:17](/[CH:21]=[CH:35]/[C:28]3[C:29]4[C:34](=[CH:33][CH:32]=[CH:31][CH:30]=4)[N+:25]([CH3:24])=[CH:26][CH:27]=3)=[CH:16][C:15]=2[C:14]2[C:9]1=[CH:10][CH:11]=[CH:12][CH:13]=2, predict the reactants needed to synthesize it. The reactants are: [CH3:1][O:2][CH2:3][CH2:4][O:5][CH2:6][CH2:7][N:8]1[C:20]2[CH:19]=[CH:18][C:17]([CH:21]=O)=[CH:16][C:15]=2[C:14]2[C:9]1=[CH:10][CH:11]=[CH:12][CH:13]=2.[I-:23].[CH3:24][N+:25]1[C:34]2[C:29](=[CH:30][CH:31]=[CH:32][CH:33]=2)[C:28]([CH3:35])=[CH:27][CH:26]=1.N1CCCCC1. (6) Given the product [F:17][C:18]1[CH:25]=[CH:24][CH:23]=[CH:22][C:19]=1[CH:20]1[CH2:4][C:3](=[O:5])[C:2]([CH3:14])([CH3:1])[CH2:6][N:7]1[CH2:8][C:9]1[S:10][CH:11]=[CH:12][CH:13]=1, predict the reactants needed to synthesize it. The reactants are: [CH3:1][C:2]([CH3:14])([CH2:6][NH:7][CH2:8][C:9]1[S:10][CH:11]=[CH:12][CH:13]=1)[C:3](=[O:5])[CH3:4].[OH-].[Na+].[F:17][C:18]1[CH:25]=[CH:24][CH:23]=[CH:22][C:19]=1[CH:20]=O.Cl. (7) The reactants are: [N:1]([C:4]1[CH:12]=[CH:11][C:7]2[NH:8][CH:9]=[N:10][C:6]=2[CH:5]=1)=[C:2]=[S:3].[CH3:13][O:14][C:15]1[CH:16]=[C:17]([CH2:25][NH2:26])[CH:18]=[C:19]([O:23][CH3:24])[C:20]=1[O:21][CH3:22]. Given the product [CH3:24][O:23][C:19]1[CH:18]=[C:17]([CH:16]=[C:15]([O:14][CH3:13])[C:20]=1[O:21][CH3:22])[CH2:25][NH:26][C:2]([NH:1][C:4]1[CH:12]=[CH:11][C:7]2[NH:8][CH:9]=[N:10][C:6]=2[CH:5]=1)=[S:3], predict the reactants needed to synthesize it.